This data is from Reaction yield outcomes from USPTO patents with 853,638 reactions. The task is: Predict the reaction yield, written as a fraction of the theoretical maximum amount of product (1.0 means a 100% yield; for example, 0.34 means a 34% yield). The reactants are [Cl:1][C:2]1[CH:3]=[C:4]([S:8]([NH:11][C:12]2[CH:20]=[CH:19][C:15]([C:16]([OH:18])=[O:17])=[C:14]([OH:21])[CH:13]=2)(=[O:10])=[O:9])[S:5][C:6]=1[Cl:7].[CH2:22](O)[CH2:23][CH2:24][CH3:25]. No catalyst specified. The product is [Cl:1][C:2]1[CH:3]=[C:4]([S:8]([NH:11][C:12]2[CH:20]=[CH:19][C:15]([C:16]([O:18][CH2:22][CH2:23][CH2:24][CH3:25])=[O:17])=[C:14]([OH:21])[CH:13]=2)(=[O:9])=[O:10])[S:5][C:6]=1[Cl:7]. The yield is 0.600.